Dataset: Full USPTO retrosynthesis dataset with 1.9M reactions from patents (1976-2016). Task: Predict the reactants needed to synthesize the given product. Given the product [C:8]([C:10]1[CH:11]=[C:12]([CH:39]=[CH:40][C:41]=1[O:42][CH:43]([CH3:45])[CH3:44])[CH2:13][O:14][C:15]1[CH:23]=[CH:22][C:21]2[N:20]3[CH2:24][CH2:25][CH:26]([CH2:27][C:28]([OH:30])=[O:29])[C:19]3=[C:18]([S:35]([CH3:38])(=[O:37])=[O:36])[C:17]=2[CH:16]=1)#[N:9], predict the reactants needed to synthesize it. The reactants are: N[C@H](C(O)=O)CS.[C:8]([C:10]1[CH:11]=[C:12]([CH:39]=[CH:40][C:41]=1[O:42][CH:43]([CH3:45])[CH3:44])[CH2:13][O:14][C:15]1[CH:23]=[CH:22][C:21]2[N:20]3[CH2:24][CH2:25][CH:26]([CH2:27][C:28]([O:30]C(C)(C)C)=[O:29])[C:19]3=[C:18]([S:35]([CH3:38])(=[O:37])=[O:36])[C:17]=2[CH:16]=1)#[N:9].O.C(OCC)(=O)C.